This data is from Catalyst prediction with 721,799 reactions and 888 catalyst types from USPTO. The task is: Predict which catalyst facilitates the given reaction. (1) Reactant: [CH3:1][O:2][C:3]1[C:8]([O:9][CH3:10])=C(O)C(C)=[CH:5][C:4]=1[OH:13].[CH3:14][C:15]([CH3:21])=[CH:16][C:17]([O:19][CH3:20])=[O:18].[CH3:22]S(O)(=O)=O. Product: [OH:13][C:4]1[CH:5]=[C:14]2[C:20](=[C:8]([O:9][CH3:10])[C:3]=1[O:2][CH3:1])[O:19][C:17](=[O:18])[CH2:16][C:15]2([CH3:22])[CH3:21]. The catalyst class is: 6. (2) Reactant: [CH3:1][O:2][C:3]1[C:23]2[C:22](=[O:24])[N:10]3[CH2:11][CH2:12][C:13]4[C:18]([C:9]3=[C:8]([C:25]([NH2:27])=[O:26])[C:7]=2[CH:6]=[CH:5][C:4]=1[O:28][CH3:29])=[CH:17][C:16]1[O:19][CH2:20][O:21][C:15]=1[CH:14]=4.[F:30][C:31]1[CH:37]=[CH:36][CH:35]=[CH:34][C:32]=1N.ON1C2C=CC=CC=2N=N1.C(N(C(C)C)CC)(C)C.C(Cl)CCl. Product: [F:30][C:31]1[CH:37]=[CH:36][CH:35]=[CH:34][C:32]=1[NH:27][C:25]([C:8]1[C:7]2[CH:6]=[CH:5][C:4]([O:28][CH3:29])=[C:3]([O:2][CH3:1])[C:23]=2[C:22](=[O:24])[N:10]2[CH2:11][CH2:12][C:13]3[C:18](=[CH:17][C:16]4[O:19][CH2:20][O:21][C:15]=4[CH:14]=3)[C:9]=12)=[O:26]. The catalyst class is: 35. (3) Product: [Cl:1][C:2]1[C:10]([Cl:11])=[C:9]2[C:5]([CH2:6][C:7]([CH:14]3[CH2:18][CH2:17][CH2:16][CH2:15]3)([CH3:13])[C:8]2=[O:12])=[CH:4][C:3]=1[O:19][CH2:20][CH2:21][CH2:22][CH2:23][CH2:24][C:25]1[N:31]=[N:32][NH:33][N:26]=1. Reactant: [Cl:1][C:2]1[C:10]([Cl:11])=[C:9]2[C:5]([CH2:6][C:7]([CH:14]3[CH2:18][CH2:17][CH2:16][CH2:15]3)([CH3:13])[C:8]2=[O:12])=[CH:4][C:3]=1[O:19][CH2:20][CH2:21][CH2:22][CH2:23][CH2:24][C:25]#[N:26].C[Si]([N:31]=[N+:32]=[N-:33])(C)C.C([Sn](=O)CCCC)CCC. The catalyst class is: 11. (4) Reactant: [H][H].[C:3]([O:8][CH2:9][CH2:10][C:11]1[CH:16]=[CH:15][C:14]([N+:17]([O-])=O)=[CH:13][C:12]=1[N+:20]([O-])=O)(=[O:7])[CH2:4][CH2:5][CH3:6]. Product: [C:3]([O:8][CH2:9][CH2:10][C:11]1[CH:16]=[CH:15][C:14]([NH2:17])=[CH:13][C:12]=1[NH2:20])(=[O:7])[CH2:4][CH2:5][CH3:6]. The catalyst class is: 45. (5) Reactant: [C:1](Cl)(=O)C(Cl)=O.[Cl:7][C:8]1[CH:13]=[C:12]([C:14]([OH:16])=[O:15])[CH:11]=[C:10]([CH3:17])[N:9]=1. Product: [Cl:7][C:8]1[CH:13]=[C:12]([C:14]([O:16][CH3:1])=[O:15])[CH:11]=[C:10]([CH3:17])[N:9]=1. The catalyst class is: 2. (6) Reactant: [C:1]([N:5]1[C:9](=[O:10])[C:8](Cl)=[C:7]([C:12]2[CH:17]=[CH:16][CH:15]=[CH:14][CH:13]=2)[S:6]1(=[O:19])=[O:18])([CH3:4])([CH3:3])[CH3:2].Cl.Cl.[CH3:22][O:23][C:24]1[N:29]=[N:28][C:27]([N:30]2[CH2:35][CH2:34][CH:33]([NH2:36])[CH2:32][CH2:31]2)=[CH:26][CH:25]=1. Product: [C:1]([N:5]1[C:9](=[O:10])[C:8]([NH:36][CH:33]2[CH2:34][CH2:35][N:30]([C:27]3[N:28]=[N:29][C:24]([O:23][CH3:22])=[CH:25][CH:26]=3)[CH2:31][CH2:32]2)=[C:7]([C:12]2[CH:17]=[CH:16][CH:15]=[CH:14][CH:13]=2)[S:6]1(=[O:19])=[O:18])([CH3:4])([CH3:3])[CH3:2]. The catalyst class is: 18. (7) Reactant: [Br:1][C:2]1[CH:3]=[C:4]([CH:8]=[C:9]([O:11][CH3:12])[CH:10]=1)[C:5](O)=[O:6].C1COCC1. Product: [Br:1][C:2]1[CH:3]=[C:4]([CH2:5][OH:6])[CH:8]=[C:9]([O:11][CH3:12])[CH:10]=1. The catalyst class is: 6. (8) Reactant: C([O:3][P:4]([C:9]1[CH:14]=[CH:13][C:12]([CH2:15][NH:16][C:17](=[O:41])[C:18]2[CH:23]=[CH:22][CH:21]=[C:20]([N:24]3[C:28]4=[N:29][CH:30]=[N:31][C:32]([NH2:33])=[C:27]4[C:26]([C:34]4[CH:39]=[CH:38][C:37]([CH3:40])=[CH:36][CH:35]=4)=[N:25]3)[CH:19]=2)=[CH:11][C:10]=1[P:42]([O:47]CC)([O:44]CC)=[O:43])(=[O:8])[O:5]CC)C.[Si](I)(C)(C)C.[OH-].[Na+]. Product: [NH2:33][C:32]1[CH:27]2[C:26]([C:34]3[CH:39]=[CH:38][C:37]([CH3:40])=[CH:36][CH:35]=3)=[N:25][N:24]([C:20]3[CH:19]=[C:18]([CH:23]=[CH:22][CH:21]=3)[C:17]([NH:16][CH2:15][C:12]3[CH:13]=[CH:14][C:9]([P:4](=[O:3])([OH:5])[OH:8])=[C:10]([P:42]([OH:47])([OH:44])=[O:43])[CH:11]=3)=[O:41])[CH:28]2[N:29]=[CH:30][N:31]=1. The catalyst class is: 705.